Dataset: Experimentally validated miRNA-target interactions with 360,000+ pairs, plus equal number of negative samples. Task: Binary Classification. Given a miRNA mature sequence and a target amino acid sequence, predict their likelihood of interaction. The miRNA is hsa-miR-939-3p with sequence CCCUGGGCCUCUGCUCCCCAG. The protein sequence of the target gene is MTDALLPAAPQPLEKENDGYFRKGCNPLAQTGRSKLQNQRAALNQQILKAVRMRTGAENLLKVATNSKVREQVRLELSFVNSDLQMLKEELEGLNISVGVYQNTEEAFTIPLIPLGLKETKDVDFAVVLKDFILEHYSEDGYLYEDEIADLMDLRQACRTPSRDEAGVELLMTYFIQLGFVESRFFPPTRQMGLLFTWYDSLTGVPVSQQNLLLEKASVLFNTGALYTQIGTRCDRQTQAGLESAIDAFQRAAGVLNYLKDTFTHTPSYDMSPAMLSVLVKMMLAQAQESVFEKISLPGI.... Result: 1 (interaction).